Dataset: NCI-60 drug combinations with 297,098 pairs across 59 cell lines. Task: Regression. Given two drug SMILES strings and cell line genomic features, predict the synergy score measuring deviation from expected non-interaction effect. (1) Drug 1: CNC(=O)C1=CC=CC=C1SC2=CC3=C(C=C2)C(=NN3)C=CC4=CC=CC=N4. Drug 2: CC1C(C(CC(O1)OC2CC(CC3=C2C(=C4C(=C3O)C(=O)C5=C(C4=O)C(=CC=C5)OC)O)(C(=O)C)O)N)O.Cl. Cell line: 786-0. Synergy scores: CSS=52.3, Synergy_ZIP=12.0, Synergy_Bliss=16.5, Synergy_Loewe=0.0187, Synergy_HSA=16.0. (2) Drug 2: CC(C)CN1C=NC2=C1C3=CC=CC=C3N=C2N. Synergy scores: CSS=9.12, Synergy_ZIP=-6.18, Synergy_Bliss=-6.41, Synergy_Loewe=-15.0, Synergy_HSA=-7.55. Cell line: SF-268. Drug 1: CC1=C2C(C(=O)C3(C(CC4C(C3C(C(C2(C)C)(CC1OC(=O)C(C(C5=CC=CC=C5)NC(=O)OC(C)(C)C)O)O)OC(=O)C6=CC=CC=C6)(CO4)OC(=O)C)O)C)O. (3) Drug 1: C1=CC(=CC=C1CC(C(=O)O)N)N(CCCl)CCCl.Cl. Drug 2: CC(C)NC(=O)C1=CC=C(C=C1)CNNC.Cl. Cell line: HT29. Synergy scores: CSS=16.3, Synergy_ZIP=-1.53, Synergy_Bliss=6.37, Synergy_Loewe=0.105, Synergy_HSA=1.09.